Predict the reactants needed to synthesize the given product. From a dataset of Full USPTO retrosynthesis dataset with 1.9M reactions from patents (1976-2016). (1) Given the product [NH2:16][CH2:15][C:14]1[CH:13]=[CH:12][C:11]([CH2:10][O:9][C:4]2[N:3]=[C:2]([NH2:1])[N:7]=[C:6]([CH3:8])[CH:5]=2)=[CH:24][CH:23]=1, predict the reactants needed to synthesize it. The reactants are: [NH2:1][C:2]1[N:7]=[C:6]([CH3:8])[CH:5]=[C:4]([O:9][CH2:10][C:11]2[CH:24]=[CH:23][C:14]([CH2:15][NH:16]C(=O)C(F)(F)F)=[CH:13][CH:12]=2)[N:3]=1.CN. (2) The reactants are: [Cl:1][C:2]1[CH:26]=[CH:25][CH:24]=[CH:23][C:3]=1[CH2:4][NH:5][C:6]([C:8]1([CH2:21][OH:22])[CH2:13][CH2:12][N:11](C(OC(C)(C)C)=O)[CH2:10][CH2:9]1)=[O:7].[F:27][C:28]([F:39])([F:38])[C:29]1[CH:34]=[CH:33][C:32]([N:35]=[C:36]=[O:37])=[CH:31][CH:30]=1.Cl. Given the product [F:27][C:28]([F:38])([F:39])[C:29]1[CH:30]=[CH:31][C:32]([NH:35][C:36](=[O:37])[O:22][CH2:21][C:8]2([C:6](=[O:7])[NH:5][CH2:4][C:3]3[CH:23]=[CH:24][CH:25]=[CH:26][C:2]=3[Cl:1])[CH2:9][CH2:10][NH:11][CH2:12][CH2:13]2)=[CH:33][CH:34]=1, predict the reactants needed to synthesize it. (3) Given the product [CH3:3][CH:4]([CH3:23])[CH2:5][C:6]([NH:8][C:9]1[C:17]2[C:12](=[N:13][CH:14]=[CH:15][CH:16]=2)[S:11][C:10]=1[C:18]([OH:20])=[O:19])=[O:7], predict the reactants needed to synthesize it. The reactants are: [Li+].[OH-].[CH3:3][CH:4]([CH3:23])[CH2:5][C:6]([NH:8][C:9]1[C:17]2[C:12](=[N:13][CH:14]=[CH:15][CH:16]=2)[S:11][C:10]=1[C:18]([O:20]CC)=[O:19])=[O:7]. (4) Given the product [Br:1][C:2]1[CH:7]=[CH:6][C:5]([C:8](=[C:23]2[CH2:22][C:21]([CH3:27])([CH3:26])[O:20][C:19]([CH3:28])([CH3:18])[CH2:24]2)[C:10]2[CH:15]=[CH:14][C:13]([OH:16])=[C:12]([Cl:17])[CH:11]=2)=[CH:4][CH:3]=1, predict the reactants needed to synthesize it. The reactants are: [Br:1][C:2]1[CH:7]=[CH:6][C:5]([C:8]([C:10]2[CH:15]=[CH:14][C:13]([OH:16])=[C:12]([Cl:17])[CH:11]=2)=O)=[CH:4][CH:3]=1.[CH3:18][C:19]1([CH3:28])[CH2:24][C:23](=O)[CH2:22][C:21]([CH3:27])([CH3:26])[O:20]1.C([O-])([O-])=O.[K+].[K+]. (5) Given the product [C:16]1([CH2:22][N:23]2[CH2:24][CH:25]=[C:26]([C:29]3[CH:30]=[CH:31][C:32]([NH:35][C:7]([C:2]4[C:1]([C:10]5[CH:15]=[CH:14][CH:13]=[CH:12][CH:11]=5)=[CH:6][CH:5]=[CH:4][CH:3]=4)=[O:8])=[CH:33][CH:34]=3)[CH2:27][CH2:28]2)[CH:17]=[CH:18][CH:19]=[CH:20][CH:21]=1, predict the reactants needed to synthesize it. The reactants are: [C:1]1([C:10]2[CH:15]=[CH:14][CH:13]=[CH:12][CH:11]=2)[C:2]([C:7](Cl)=[O:8])=[CH:3][CH:4]=[CH:5][CH:6]=1.[C:16]1([CH2:22][N:23]2[CH2:28][CH:27]=[C:26]([C:29]3[CH:34]=[CH:33][C:32]([NH2:35])=[CH:31][CH:30]=3)[CH2:25][CH2:24]2)[CH:21]=[CH:20][CH:19]=[CH:18][CH:17]=1.